This data is from Forward reaction prediction with 1.9M reactions from USPTO patents (1976-2016). The task is: Predict the product of the given reaction. (1) Given the reactants CCCC[N+](CCCC)(CCCC)CCCC.[F-].[Si]([O:36][CH2:37][C@@H:38]1[CH2:42][N:41]([CH2:43][C:44]23[CH2:53][CH:48]4[CH2:49][CH:50]([CH2:52][CH:46]([CH2:47]4)[CH2:45]2)[CH2:51]3)[C:40](=[O:54])[NH:39]1)(C(C)(C)C)(C1C=CC=CC=1)C1C=CC=CC=1, predict the reaction product. The product is: [C:44]12([CH2:43][N:41]3[CH2:42][C@@H:38]([CH2:37][OH:36])[NH:39][C:40]3=[O:54])[CH2:45][CH:46]3[CH2:47][CH:48]([CH2:49][CH:50]([CH2:52]3)[CH2:51]1)[CH2:53]2. (2) Given the reactants [Cl:1][C:2]1[CH:7]=[C:6]([N+:8]([O-:10])=[O:9])[CH:5]=[CH:4][C:3]=1F.[CH3:12][O:13][CH2:14][CH2:15][OH:16].C(=O)([O-])[O-].[K+].[K+].CN(C=O)C, predict the reaction product. The product is: [Cl:1][C:2]1[CH:7]=[C:6]([N+:8]([O-:10])=[O:9])[CH:5]=[CH:4][C:3]=1[O:16][CH2:15][CH2:14][O:13][CH3:12]. (3) Given the reactants I[C:2]1[N:6]2[CH:7]=[C:8]([C:11]([O:13][CH3:14])=[O:12])[CH:9]=[CH:10][C:5]2=[N:4][CH:3]=1.[CH3:15][O:16][C:17]1[CH:22]=[CH:21][C:20](B(O)O)=[CH:19][CH:18]=1.C(=O)([O-])[O-].[Na+].[Na+].COCCOC, predict the reaction product. The product is: [CH3:15][O:16][C:17]1[CH:22]=[CH:21][C:20]([C:2]2[N:6]3[CH:7]=[C:8]([C:11]([O:13][CH3:14])=[O:12])[CH:9]=[CH:10][C:5]3=[N:4][CH:3]=2)=[CH:19][CH:18]=1. (4) Given the reactants [O:1]1[C:6]2[CH:7]=[CH:8][CH:9]=[CH:10][C:5]=2[O:4][CH2:3][C@@H:2]1[C:11](Cl)=[O:12].[NH2:14][CH2:15][C:16]1([C:27]2([OH:32])[CH2:31][CH2:30][CH2:29][CH2:28]2)[C:19]2[C:20]3[O:24][CH:23]=[CH:22][C:21]=3[CH:25]=[CH:26][C:18]=2[CH2:17]1, predict the reaction product. The product is: [OH:32][C:27]1([C:16]2([CH2:15][NH:14][C:11]([C@@H:2]3[O:1][C:6]4[CH:7]=[CH:8][CH:9]=[CH:10][C:5]=4[O:4][CH2:3]3)=[O:12])[C:19]3[C:20]4[O:24][CH:23]=[CH:22][C:21]=4[CH:25]=[CH:26][C:18]=3[CH2:17]2)[CH2:31][CH2:30][CH2:29][CH2:28]1. (5) Given the reactants [Br:1][C:2]1[CH:3]=[C:4]([OH:9])[C:5]([OH:8])=[CH:6][CH:7]=1.CO[C:12](OC)([CH3:14])[CH3:13], predict the reaction product. The product is: [Br:1][C:2]1[CH:7]=[CH:6][C:5]2[O:8][C:12]([CH3:14])([CH3:13])[O:9][C:4]=2[CH:3]=1. (6) Given the reactants [CH3:1][N:2]1[CH2:10][C:9]2[C:8]([N:11]3[CH2:16][CH2:15][O:14][CH2:13][C@@H:12]3[CH3:17])=[N:7][C:6]([C:18]3[CH:23]=[CH:22][C:21]([NH:24][C:25](=[O:33])OC4C=CC=CC=4)=[CH:20][CH:19]=3)=[N:5][C:4]=2[CH2:3]1.[CH3:34][O:35][CH2:36][CH2:37][CH2:38][NH2:39], predict the reaction product. The product is: [CH3:34][O:35][CH2:36][CH2:37][CH2:38][NH:39][C:25]([NH:24][C:21]1[CH:20]=[CH:19][C:18]([C:6]2[N:7]=[C:8]([N:11]3[CH2:16][CH2:15][O:14][CH2:13][C@@H:12]3[CH3:17])[C:9]3[CH2:10][N:2]([CH3:1])[CH2:3][C:4]=3[N:5]=2)=[CH:23][CH:22]=1)=[O:33]. (7) Given the reactants COC1C=CC(C[N:8](CC2C=CC(OC)=CC=2)[C:9]2[N:14]=[CH:13][C:12]([C:15]3[C:16]4[CH2:29][CH2:28][N:27]([C:30]5[CH:38]=[CH:37][C:33]([C:34]([OH:36])=O)=[CH:32][C:31]=5[F:39])[C:17]=4[N:18]=[C:19]([N:21]4[CH2:26][CH2:25][O:24][CH2:23][CH2:22]4)[N:20]=3)=[CH:11][N:10]=2)=CC=1.C1C=CC2N(O)N=NC=2C=1.[NH:61]1[CH2:66][CH2:65][O:64][CH2:63][CH2:62]1, predict the reaction product. The product is: [NH2:8][C:9]1[N:10]=[CH:11][C:12]([C:15]2[C:16]3[CH2:29][CH2:28][N:27]([C:30]4[CH:38]=[CH:37][C:33]([C:34]([N:61]5[CH2:66][CH2:65][O:64][CH2:63][CH2:62]5)=[O:36])=[CH:32][C:31]=4[F:39])[C:17]=3[N:18]=[C:19]([N:21]3[CH2:22][CH2:23][O:24][CH2:25][CH2:26]3)[N:20]=2)=[CH:13][N:14]=1.